This data is from Full USPTO retrosynthesis dataset with 1.9M reactions from patents (1976-2016). The task is: Predict the reactants needed to synthesize the given product. (1) Given the product [OH:22][C:7]1[C:8]2[C:15]([C:16]3[CH:17]=[CH:18][CH:19]=[CH:20][CH:21]=3)=[CH:14][S:13][C:9]=2[NH:10][C:11](=[O:12])[CH:6]=1, predict the reactants needed to synthesize it. The reactants are: C(OC([C:6]1[C:11](=[O:12])[NH:10][C:9]2[S:13][CH:14]=[C:15]([C:16]3[CH:21]=[CH:20][CH:19]=[CH:18][CH:17]=3)[C:8]=2[C:7]=1[OH:22])=O)C. (2) The reactants are: [CH3:1][O:2][C:3]([C:5]1[N:6]([CH2:23][C:24]2[CH:29]=[CH:28][C:27]([S:30][CH3:31])=[CH:26][CH:25]=2)[C:7](=[O:22])[C:8]2[C:13]([C:14]=1[C:15]1[CH:20]=[CH:19][CH:18]=[CH:17][CH:16]=1)=[CH:12][C:11]([Br:21])=[CH:10][CH:9]=2)=[O:4].ClC1C=CC=C(C(OO)=[O:40])C=1. Given the product [CH3:1][O:2][C:3]([C:5]1[N:6]([CH2:23][C:24]2[CH:25]=[CH:26][C:27]([S:30]([CH3:31])=[O:40])=[CH:28][CH:29]=2)[C:7](=[O:22])[C:8]2[C:13]([C:14]=1[C:15]1[CH:20]=[CH:19][CH:18]=[CH:17][CH:16]=1)=[CH:12][C:11]([Br:21])=[CH:10][CH:9]=2)=[O:4], predict the reactants needed to synthesize it. (3) The reactants are: [Br:1][C:2]1[CH:3]=[C:4]2[C:12](=[CH:13][CH:14]=1)[C:11]1[S:10][C:9]([C:15]3ON=[C:17]([C:20]4C=CC=C[CH:21]=4)[C:16]=3C(F)(F)F)=[N:8][C:7]=1[CH2:6][CH2:5]2.BrC1C=C2C(=CC=1)C(=O)C(NC(=O)CCCCC)CC2. Given the product [Br:1][C:2]1[CH:3]=[C:4]2[C:12](=[CH:13][CH:14]=1)[C:11]1[S:10][C:9]([CH2:15][CH2:16][CH2:17][CH2:20][CH3:21])=[N:8][C:7]=1[CH2:6][CH2:5]2, predict the reactants needed to synthesize it. (4) Given the product [F:37][CH:2]([F:1])[C:3]1[N:7]([C:8]2[N:9]=[C:10]([N:20]3[CH2:21][CH2:22][N:23]([S:26]([CH2:29][CH2:30][N:45]4[CH2:46][CH2:47][N:42]([S:39]([CH3:38])(=[O:41])=[O:40])[CH2:43][CH2:44]4)(=[O:28])=[O:27])[CH2:24][CH2:25]3)[N:11]=[C:12]([N:14]3[CH2:15][CH2:16][O:17][CH2:18][CH2:19]3)[N:13]=2)[C:6]2[CH:31]=[CH:32][CH:33]=[C:34]([O:35][CH3:36])[C:5]=2[N:4]=1, predict the reactants needed to synthesize it. The reactants are: [F:1][CH:2]([F:37])[C:3]1[N:7]([C:8]2[N:13]=[C:12]([N:14]3[CH2:19][CH2:18][O:17][CH2:16][CH2:15]3)[N:11]=[C:10]([N:20]3[CH2:25][CH2:24][N:23]([S:26]([CH:29]=[CH2:30])(=[O:28])=[O:27])[CH2:22][CH2:21]3)[N:9]=2)[C:6]2[CH:31]=[CH:32][CH:33]=[C:34]([O:35][CH3:36])[C:5]=2[N:4]=1.[CH3:38][S:39]([N:42]1[CH2:47][CH2:46][NH:45][CH2:44][CH2:43]1)(=[O:41])=[O:40].C(Cl)Cl.CCOC(C)=O. (5) Given the product [C:1]([O:5][C:6](=[O:28])[NH:7][CH:8]1[CH2:17][CH2:16][C:15]2[C:10](=[CH:11][C:12]([CH2:18][NH2:19])=[CH:13][CH:14]=2)[CH:9]1[CH2:20][C:21]1[CH:22]=[CH:23][CH:24]=[CH:25][CH:26]=1)([CH3:4])([CH3:2])[CH3:3], predict the reactants needed to synthesize it. The reactants are: [C:1]([O:5][C:6](=[O:28])[NH:7][CH:8]1[CH2:17][CH2:16][C:15]2[C:10](=[CH:11][C:12]([C:18]#[N:19])=[CH:13][CH:14]=2)[CH:9]1[CH2:20][C:21]1[CH:26]=[CH:25][C:24](Cl)=[CH:23][CH:22]=1)([CH3:4])([CH3:3])[CH3:2]. (6) The reactants are: [CH3:1][O:2][C@@H:3]1[CH2:8][CH2:7][N:6](C(OC(C)(C)C)=O)[CH2:5][C@H:4]1[C:16]1[S:17][CH:18]=[CH:19][N:20]=1.FC(F)(F)C(O)=O. Given the product [CH3:1][O:2][C@@H:3]1[CH2:8][CH2:7][NH:6][CH2:5][C@H:4]1[C:16]1[S:17][CH:18]=[CH:19][N:20]=1, predict the reactants needed to synthesize it.